The task is: Regression. Given a peptide amino acid sequence and an MHC pseudo amino acid sequence, predict their binding affinity value. This is MHC class II binding data.. This data is from Peptide-MHC class II binding affinity with 134,281 pairs from IEDB. (1) The MHC is HLA-DQA10104-DQB10503 with pseudo-sequence HLA-DQA10104-DQB10503. The peptide sequence is MKYLAAFLLLGLAGN. The binding affinity (normalized) is 0.395. (2) The peptide sequence is LRNVACQEAVKLKLI. The MHC is H-2-IAb with pseudo-sequence H-2-IAb. The binding affinity (normalized) is 0.0285.